Dataset: Catalyst prediction with 721,799 reactions and 888 catalyst types from USPTO. Task: Predict which catalyst facilitates the given reaction. Reactant: [C:1]([O:5][C:6](=[O:37])[N:7]([CH2:18][CH2:19][C:20]([N:22]1[CH2:28][CH2:27][C:26]2[CH:29]=[C:30]([O:35][CH3:36])[C:31]([O:33][CH3:34])=[CH:32][C:25]=2[CH2:24][CH2:23]1)=[O:21])[CH2:8][CH:9]1[CH2:16][C:15]2[C:10]1=[CH:11][CH:12]=[C:13]([OH:17])[CH:14]=2)([CH3:4])([CH3:3])[CH3:2].C(=O)([O-])[O-].[K+].[K+].C(=O)([O-])[O-].[Cs+].[Cs+].[CH:50](I)([CH3:52])[CH3:51]. Product: [C:1]([O:5][C:6](=[O:37])[N:7]([CH2:18][CH2:19][C:20]([N:22]1[CH2:23][CH2:24][C:25]2[CH:32]=[C:31]([O:33][CH3:34])[C:30]([O:35][CH3:36])=[CH:29][C:26]=2[CH2:27][CH2:28]1)=[O:21])[CH2:8][CH:9]1[CH2:16][C:15]2[C:10]1=[CH:11][CH:12]=[C:13]([O:17][CH:50]([CH3:52])[CH3:51])[CH:14]=2)([CH3:3])([CH3:4])[CH3:2]. The catalyst class is: 18.